This data is from Forward reaction prediction with 1.9M reactions from USPTO patents (1976-2016). The task is: Predict the product of the given reaction. (1) Given the reactants [CH3:1][O:2][C:3]1[CH:8]=[CH:7][C:6]([C:9]2[NH:13][C:12]3[CH:14]=[CH:15][CH:16]=[CH:17][C:11]=3[N:10]=2)=[CH:5][CH:4]=1.[I-].[H-].[Na+].Br[CH2:22][CH2:23][CH2:24][CH2:25][CH2:26][B:27]([OH:29])[OH:28], predict the reaction product. The product is: [CH3:1][O:2][C:3]1[CH:8]=[CH:7][C:6]([C:9]2[N:10]([CH2:22][CH2:23][CH2:24][CH2:25][CH2:26][B:27]([OH:29])[OH:28])[C:11]3[CH:17]=[CH:16][CH:15]=[CH:14][C:12]=3[N:13]=2)=[CH:5][CH:4]=1. (2) The product is: [CH3:30][NH:31][C:20](=[O:21])[CH2:19][CH2:18][CH2:17][N:5]1[C:6]2[C:15]3[CH:14]=[CH:13][CH:12]=[CH:11][C:10]=3[N:9]=[CH:8][C:7]=2[N:16]=[C:4]1[CH2:1][CH2:2][CH3:3]. Given the reactants [CH2:1]([C:4]1[N:5]([CH2:17][CH2:18][CH2:19][C:20](OCC)=[O:21])[C:6]2[C:15]3[CH:14]=[CH:13][CH:12]=[CH:11][C:10]=3[N:9]=[CH:8][C:7]=2[N:16]=1)[CH2:2][CH3:3].C1COCC1.[CH3:30][NH2:31], predict the reaction product. (3) Given the reactants CN([P+](ON1N=NC2C=CC=CC1=2)(N(C)C)N(C)C)C.F[P-](F)(F)(F)(F)F.[NH2:28][C:29]1[N:37]=[CH:36][CH:35]=[CH:34][C:30]=1[C:31]([OH:33])=O.Cl.[CH2:39]([C:43]1[CH:50]=[CH:49][C:46]([CH2:47][NH2:48])=[CH:45][CH:44]=1)[CH2:40][CH2:41][CH3:42].C(=O)(O)[O-].[Na+], predict the reaction product. The product is: [CH2:39]([C:43]1[CH:44]=[CH:45][C:46]([CH2:47][NH:48][C:31](=[O:33])[C:30]2[CH:34]=[CH:35][CH:36]=[N:37][C:29]=2[NH2:28])=[CH:49][CH:50]=1)[CH2:40][CH2:41][CH3:42]. (4) Given the reactants [Cl:1][C:2]1[CH:3]=[C:4]([C@@H:12]([CH2:26][CH:27]2[CH2:31][CH2:30][CH2:29][CH2:28]2)[C:13]([NH:15][C:16]2[CH:20]=[CH:19][N:18]([CH2:21][CH2:22][C:23]([OH:25])=[O:24])[N:17]=2)=[O:14])[CH:5]=[CH:6][C:7]=1[S:8]([CH3:11])(=[O:10])=[O:9].[C:32](Cl)(=O)C(Cl)=O.N1C(C)=CC=CC=1C.CO, predict the reaction product. The product is: [CH3:32][O:24][C:23](=[O:25])[CH2:22][CH2:21][N:18]1[CH:19]=[CH:20][C:16]([NH:15][C:13](=[O:14])[CH:12]([C:4]2[CH:5]=[CH:6][C:7]([S:8]([CH3:11])(=[O:10])=[O:9])=[C:2]([Cl:1])[CH:3]=2)[CH2:26][CH:27]2[CH2:31][CH2:30][CH2:29][CH2:28]2)=[N:17]1. (5) Given the reactants Br[C:2]1[CH:7]=[CH:6][CH:5]=[CH:4][C:3]=1[CH2:8][N:9]1[CH:13]=[CH:12][C:11]([C:14]([NH:16][C:17]2[C:22]([F:23])=[CH:21][CH:20]=[CH:19][C:18]=2[F:24])=[O:15])=[N:10]1.[F:25][C:26]1[CH:31]=[CH:30][C:29]([OH:32])=[CH:28][CH:27]=1.C(=O)([O-])[O-].[Cs+].[Cs+], predict the reaction product. The product is: [F:24][C:18]1[CH:19]=[CH:20][CH:21]=[C:22]([F:23])[C:17]=1[NH:16][C:14]([C:11]1[CH:12]=[CH:13][N:9]([CH2:8][C:3]2[CH:4]=[CH:5][CH:6]=[CH:7][C:2]=2[O:32][C:29]2[CH:30]=[CH:31][C:26]([F:25])=[CH:27][CH:28]=2)[N:10]=1)=[O:15]. (6) Given the reactants CC[N:3]([CH:7]([CH3:9])C)[CH:4]([CH3:6])C.N1[N:14]2[CH:15]=[CH:16][CH:17]=[CH:18][C:13]2=[CH:12][C:11]=1[C:19](O)=O.CN(C(O[N:30]1N=N[C:32]2C=CC=C[C:31]1=2)=[N+](C)C)C.[B-](F)(F)(F)F, predict the reaction product. The product is: [C:13]1([N:14]2[CH2:9][CH2:7][N:3]([CH2:4][CH2:6][CH2:32][CH2:31][NH2:30])[CH2:16][CH2:15]2)[CH:18]=[CH:17][CH:19]=[CH:11][CH:12]=1.